This data is from Forward reaction prediction with 1.9M reactions from USPTO patents (1976-2016). The task is: Predict the product of the given reaction. Given the reactants Cl[CH2:2][C:3]1[C:4]([CH3:9])=[N:5][O:6][C:7]=1[CH3:8].[CH3:10][N:11]1[C:16](=[O:17])[C:15]2=[C:18]([C:32]3[CH:33]=[C:34]([CH:38]=[CH:39][CH:40]=3)[C:35]([OH:37])=[O:36])[N:19]([CH2:21][C:22]3[C:31]4[C:26](=[CH:27][CH:28]=[CH:29][CH:30]=4)[CH:25]=[CH:24][CH:23]=3)[N:20]=[C:14]2[NH:13][C:12]1=[O:41].C(=O)([O-])[O-].[K+].[K+], predict the reaction product. The product is: [CH3:9][C:4]1[C:3]([CH2:2][N:13]2[C:14]3=[N:20][N:19]([CH2:21][C:22]4[C:31]5[C:26](=[CH:27][CH:28]=[CH:29][CH:30]=5)[CH:25]=[CH:24][CH:23]=4)[C:18]([C:32]4[CH:33]=[C:34]([CH:38]=[CH:39][CH:40]=4)[C:35]([OH:37])=[O:36])=[C:15]3[C:16](=[O:17])[N:11]([CH3:10])[C:12]2=[O:41])=[C:7]([CH3:8])[O:6][N:5]=1.